Dataset: Forward reaction prediction with 1.9M reactions from USPTO patents (1976-2016). Task: Predict the product of the given reaction. Given the reactants [OH:1][CH2:2][C@@H:3]1[C:9](=[O:10])[N:8]([CH2:11][CH2:12][C:13]2[CH:18]=[CH:17][CH:16]=[CH:15][CH:14]=2)[CH2:7][C:6]2[CH:19]=[C:20]([C:23]([O:25]C(C)(C)C)=O)[CH:21]=[CH:22][C:5]=2[NH:4]1.[CH3:30][N:31]1[C:39]2[C:34](=[CH:35][CH:36]=[CH:37][CH:38]=2)[CH:33]=[C:32]1[CH2:40][NH:41][CH3:42].CCN(CC)CC.C1C=CC2N(O)N=NC=2C=1.O.CCN=C=NCCCN(C)C.Cl, predict the reaction product. The product is: [OH:1][CH2:2][C@@H:3]1[C:9](=[O:10])[N:8]([CH2:11][CH2:12][C:13]2[CH:18]=[CH:17][CH:16]=[CH:15][CH:14]=2)[CH2:7][C:6]2[CH:19]=[C:20]([C:23]([N:41]([CH3:42])[CH2:40][C:32]3[N:31]([CH3:30])[C:39]4[C:34]([CH:33]=3)=[CH:35][CH:36]=[CH:37][CH:38]=4)=[O:25])[CH:21]=[CH:22][C:5]=2[NH:4]1.